Dataset: Catalyst prediction with 721,799 reactions and 888 catalyst types from USPTO. Task: Predict which catalyst facilitates the given reaction. (1) Reactant: [CH2:1]([O:8][C:9]1[CH:15]=[CH:14][C:12]([NH2:13])=[CH:11][CH:10]=1)[C:2]1[CH:7]=[CH:6][CH:5]=[CH:4][CH:3]=1.C(N(CC)CC)C.[Br:23][CH:24]([CH2:28][CH2:29][Br:30])[C:25](Cl)=[O:26].O. Product: [CH2:1]([O:8][C:9]1[CH:10]=[CH:11][C:12]([NH:13][C:25](=[O:26])[CH:24]([Br:23])[CH2:28][CH2:29][Br:30])=[CH:14][CH:15]=1)[C:2]1[CH:3]=[CH:4][CH:5]=[CH:6][CH:7]=1. The catalyst class is: 4. (2) Reactant: COC1C=C(C=CC=1)O[C:7]1[N:12]=[CH:11][N:10]=[C:9]([NH:13][C:14]2[N:19]=[C:18]([NH:20]C(=O)C=C)[CH:17]=[CH:16][CH:15]=2)[CH:8]=1.[NH:28]1[CH2:33][CH2:32]OCC1.O.[Cl-].[Na+].O. Product: [NH2:20][C:18]1[N:19]=[C:14]([NH:13][C:9]2[CH:8]=[C:7]([NH:28][C:33]3[CH:32]=[CH:17][CH:16]=[CH:15][CH:14]=3)[N:12]=[CH:11][N:10]=2)[CH:15]=[CH:16][CH:17]=1. The catalyst class is: 1. (3) Reactant: [CH:1]1([C:4](=O)[CH2:5][C:6]#[N:7])[CH2:3][CH2:2]1.[F:9][C:10]([F:15])([F:14])[CH2:11][NH:12][NH2:13]. Product: [CH:1]1([C:4]2[CH:5]=[C:6]([NH2:7])[N:12]([CH2:11][C:10]([F:15])([F:14])[F:9])[N:13]=2)[CH2:3][CH2:2]1. The catalyst class is: 8. (4) Reactant: [CH2:1]1[CH:5]2[CH2:6][NH:7][CH2:8][CH:4]2[CH2:3][N:2]1[C:9]1[N:14]=[CH:13][C:12]([C:15]([O:17][CH2:18][CH3:19])=[O:16])=[CH:11][N:10]=1.[CH:20]1[C:29]2[C:24](=[CH:25][CH:26]=[CH:27][CH:28]=2)[CH:23]=[CH:22][C:21]=1[C:30](Cl)=[O:31].O. Product: [CH:20]1[C:29]2[C:24](=[CH:25][CH:26]=[CH:27][CH:28]=2)[CH:23]=[CH:22][C:21]=1[C:30]([N:7]1[CH2:6][CH:5]2[CH2:1][N:2]([C:9]3[N:14]=[CH:13][C:12]([C:15]([O:17][CH2:18][CH3:19])=[O:16])=[CH:11][N:10]=3)[CH2:3][CH:4]2[CH2:8]1)=[O:31]. The catalyst class is: 17.